Dataset: Reaction yield outcomes from USPTO patents with 853,638 reactions. Task: Predict the reaction yield, written as a fraction of the theoretical maximum amount of product (1.0 means a 100% yield; for example, 0.34 means a 34% yield). (1) The reactants are I[C:2]1[C:7]([O:8][C:9]2[C:18]3[C:13](=[CH:14][C:15]([O:21][CH3:22])=[C:16]([O:19][CH3:20])[CH:17]=3)[N:12]=[CH:11][CH:10]=2)=[CH:6][CH:5]=[C:4]([CH3:23])[N:3]=1.[CH3:24][O:25][C:26]1[CH:31]=[CH:30][C:29](B(O)O)=[CH:28][CH:27]=1.C(=O)([O-])O.[Na+]. The catalyst is C1(C)C=CC=CC=1. The product is [CH3:20][O:19][C:16]1[CH:17]=[C:18]2[C:13](=[CH:14][C:15]=1[O:21][CH3:22])[N:12]=[CH:11][CH:10]=[C:9]2[O:8][C:7]1[C:2]([C:29]2[CH:30]=[CH:31][C:26]([O:25][CH3:24])=[CH:27][CH:28]=2)=[N:3][C:4]([CH3:23])=[CH:5][CH:6]=1. The yield is 0.800. (2) The yield is 0.570. The catalyst is Cl. The reactants are [CH3:1][O:2][C:3]1[CH:4]=[C:5]2[C:10](=[CH:11][C:12]=1[O:13][CH2:14][C:15]1[CH:20]=[CH:19][N:18]=[CH:17][CH:16]=1)[N:9]=[CH:8][N:7]=[C:6]2[O:21]C1C=CC=CC=1.N. The product is [CH3:1][O:2][C:3]1[CH:4]=[C:5]2[C:10](=[CH:11][C:12]=1[O:13][CH2:14][C:15]1[CH:16]=[CH:17][N:18]=[CH:19][CH:20]=1)[N:9]=[CH:8][NH:7][C:6]2=[O:21]. (3) The reactants are [Br:1][C:2]1[CH:3]=[C:4]2[C:9](=[CH:10][C:11]=1[Cl:12])[N:8]=[CH:7][N:6]=[C:5]2[N:13]1[CH2:18][CH2:17][N:16]([C:19]([O:21][C:22]([CH3:25])([CH3:24])[CH3:23])=[O:20])[CH:15]([C:26]([O:28]C)=[O:27])[CH2:14]1.O[Li].O. The catalyst is C1COCC1.CO.O. The product is [C:22]([O:21][C:19]([N:16]1[CH2:17][CH2:18][N:13]([C:5]2[C:4]3[C:9](=[CH:10][C:11]([Cl:12])=[C:2]([Br:1])[CH:3]=3)[N:8]=[CH:7][N:6]=2)[CH2:14][CH:15]1[C:26]([OH:28])=[O:27])=[O:20])([CH3:25])([CH3:23])[CH3:24]. The yield is 0.670.